From a dataset of Catalyst prediction with 721,799 reactions and 888 catalyst types from USPTO. Predict which catalyst facilitates the given reaction. (1) Reactant: [NH2:1][C@H:2]1[CH2:7][CH2:6][CH2:5][N:4]([CH2:8][C:9]2[C:30]([C:31]([F:34])([F:33])[F:32])=[CH:29][C:12]([C:13]([NH:15][CH2:16][C:17]3[CH:22]=[C:21]([Cl:23])[CH:20]=[CH:19][C:18]=3[S:24]([CH2:27][CH3:28])(=[O:26])=[O:25])=[O:14])=[CH:11][C:10]=2[Cl:35])[CH2:3]1.[NH:36]1[CH:40]=[CH:39][CH:38]=[C:37]1[C:41](O)=[O:42].CCN(C(C)C)C(C)C.CN(C(ON1N=NC2C=CC=CC1=2)=[N+](C)C)C.F[P-](F)(F)(F)(F)F. Product: [Cl:35][C:10]1[CH:11]=[C:12]([C:13](=[O:14])[NH:15][CH2:16][C:17]2[CH:22]=[C:21]([Cl:23])[CH:20]=[CH:19][C:18]=2[S:24]([CH2:27][CH3:28])(=[O:26])=[O:25])[CH:29]=[C:30]([C:31]([F:34])([F:33])[F:32])[C:9]=1[CH2:8][N:4]1[CH2:5][CH2:6][CH2:7][C@H:2]([NH:1][C:41]([C:37]2[NH:36][CH:40]=[CH:39][CH:38]=2)=[O:42])[CH2:3]1. The catalyst class is: 2. (2) Reactant: [CH2:1]([O:8][C@@H:9]1[C@@H:14]([O:15][CH2:16][C:17]2[CH:22]=[CH:21][CH:20]=[CH:19][CH:18]=2)[C@H:13]([O:23][CH2:24][C:25]2[CH:30]=[CH:29][CH:28]=[CH:27][CH:26]=2)[C@@H:12]([CH2:31][O:32][CH2:33][C:34]2[CH:39]=[CH:38][CH:37]=[CH:36][CH:35]=2)[O:11][CH:10]1[C:40]1[C:48]2[O:47][CH2:46][CH2:45][C:44]=2[C:43]([Cl:49])=[C:42]([CH2:50][O:51][Si](C(C)(C)C)(C2C=CC=CC=2)C2C=CC=CC=2)[CH:41]=1)[C:2]1[CH:7]=[CH:6][CH:5]=[CH:4][CH:3]=1.[F-].C([N+](CCCC)(CCCC)CCCC)CCC. Product: [CH2:1]([O:8][C@@H:9]1[C@@H:14]([O:15][CH2:16][C:17]2[CH:22]=[CH:21][CH:20]=[CH:19][CH:18]=2)[C@H:13]([O:23][CH2:24][C:25]2[CH:30]=[CH:29][CH:28]=[CH:27][CH:26]=2)[C@@H:12]([CH2:31][O:32][CH2:33][C:34]2[CH:35]=[CH:36][CH:37]=[CH:38][CH:39]=2)[O:11][CH:10]1[C:40]1[C:48]2[O:47][CH2:46][CH2:45][C:44]=2[C:43]([Cl:49])=[C:42]([CH2:50][OH:51])[CH:41]=1)[C:2]1[CH:7]=[CH:6][CH:5]=[CH:4][CH:3]=1. The catalyst class is: 1. (3) Reactant: [F:1][CH2:2][CH2:3][N:4]1[CH:8]=[C:7]([C:9]2[CH:14]=[CH:13][N:12]=[CH:11][CH:10]=2)[C:6]([C:15]2[CH:20]=[CH:19][C:18]([OH:21])=[CH:17][CH:16]=2)=[N:5]1.C(=O)([O-])[O-].[Cs+].[Cs+].[Br:28][C:29]1[CH:30]=[CH:31][C:32]2[O:36][C:35]([CH2:37]Cl)=[N:34][C:33]=2[CH:39]=1. Product: [Br:28][C:29]1[CH:30]=[CH:31][C:32]2[O:36][C:35]([CH2:37][O:21][C:18]3[CH:19]=[CH:20][C:15]([C:6]4[C:7]([C:9]5[CH:10]=[CH:11][N:12]=[CH:13][CH:14]=5)=[CH:8][N:4]([CH2:3][CH2:2][F:1])[N:5]=4)=[CH:16][CH:17]=3)=[N:34][C:33]=2[CH:39]=1. The catalyst class is: 827.